Task: Predict the reactants needed to synthesize the given product.. Dataset: Full USPTO retrosynthesis dataset with 1.9M reactions from patents (1976-2016) (1) Given the product [ClH:1].[Br:2][C:3]1[S:7][C:6]([C:8]([C:11]2[N:15]([CH2:16][CH2:17][C:18]([OH:20])=[O:19])[C:14]([CH:23]3[CH2:24][CH2:25]3)=[N:13][N:12]=2)([CH3:10])[CH3:9])=[CH:5][CH:4]=1, predict the reactants needed to synthesize it. The reactants are: [ClH:1].[Br:2][C:3]1[S:7][C:6]([C:8]([C:11]2[N:15]([CH2:16][CH2:17][C:18]([O:20]CC)=[O:19])[C:14]([CH:23]3[CH2:25][CH2:24]3)=[N:13][N:12]=2)([CH3:10])[CH3:9])=[CH:5][CH:4]=1.[OH-].[Na+]. (2) Given the product [CH2:1]([O:3][C:4](=[O:28])[CH2:5][C:6]1[CH:7]=[C:8]([C:14]2[CH:19]=[CH:18][C:17]([C:20]([F:23])([F:21])[F:22])=[CH:16][C:15]=2[CH2:24][N:25]([C:29](=[O:36])[C:30]2[CH:35]=[CH:34][CH:33]=[CH:32][CH:31]=2)[CH2:26][CH3:27])[C:9]([O:12][CH3:13])=[CH:10][CH:11]=1)[CH3:2], predict the reactants needed to synthesize it. The reactants are: [CH2:1]([O:3][C:4](=[O:28])[CH2:5][C:6]1[CH:7]=[C:8]([C:14]2[CH:19]=[CH:18][C:17]([C:20]([F:23])([F:22])[F:21])=[CH:16][C:15]=2[CH2:24][NH:25][CH2:26][CH3:27])[C:9]([O:12][CH3:13])=[CH:10][CH:11]=1)[CH3:2].[C:29](Cl)(=[O:36])[C:30]1[CH:35]=[CH:34][CH:33]=[CH:32][CH:31]=1. (3) Given the product [Cl:24][C:25]1[CH:33]=[C:32]([I:34])[C:28]2[O:29][CH2:30][O:31][C:27]=2[C:26]=1[NH:35][C:2]1[C:11]2[C:6](=[CH:7][C:8]([O:14][CH2:15][CH2:16][CH2:17][N:18]3[CH2:23][CH2:22][O:21][CH2:20][CH2:19]3)=[C:9]([O:12][CH3:13])[CH:10]=2)[N:5]=[CH:4][N:3]=1, predict the reactants needed to synthesize it. The reactants are: Cl[C:2]1[C:11]2[C:6](=[CH:7][C:8]([O:14][CH2:15][CH2:16][CH2:17][N:18]3[CH2:23][CH2:22][O:21][CH2:20][CH2:19]3)=[C:9]([O:12][CH3:13])[CH:10]=2)[N:5]=[CH:4][N:3]=1.[Cl:24][C:25]1[CH:33]=[C:32]([I:34])[C:28]2[O:29][CH2:30][O:31][C:27]=2[C:26]=1[NH2:35].C[Si]([N-][Si](C)(C)C)(C)C.[Na+].